Dataset: HIV replication inhibition screening data with 41,000+ compounds from the AIDS Antiviral Screen. Task: Binary Classification. Given a drug SMILES string, predict its activity (active/inactive) in a high-throughput screening assay against a specified biological target. (1) The drug is CC(C)(C)c1ccc(-c2nc3ccc(Cl)cc3c(=O)o2)cc1. The result is 0 (inactive). (2) The compound is CNc1nc(O)c2cc(OC)c(OC)cc2n1. The result is 0 (inactive). (3) The molecule is [N-]=[N+]=NC1(c2ccccc2)C(=O)Nc2ccccc2C1=O. The result is 0 (inactive).